The task is: Predict the reaction yield, written as a fraction of the theoretical maximum amount of product (1.0 means a 100% yield; for example, 0.34 means a 34% yield).. This data is from Reaction yield outcomes from USPTO patents with 853,638 reactions. (1) The reactants are FC(F)(F)C(O)=O.FC(F)(F)C(O)=O.[NH2:15][C:16]1[N:25]2[CH2:26][CH2:27][N:28]=[C:24]2[C:23]2[CH:22]=[CH:21][C:20]([OH:29])=[C:19]([O:30][CH3:31])[C:18]=2[N:17]=1.C(=O)([O-])[O-].[Cs+].[Cs+].CS(O[CH2:43][C@@H:44]1[O:46][CH2:45]1)(=O)=O. The catalyst is CN(C=O)C. The product is [CH3:31][O:30][C:19]1[C:18]2[N:17]=[C:16]([NH2:15])[N:25]3[CH2:26][CH2:27][N:28]=[C:24]3[C:23]=2[CH:22]=[CH:21][C:20]=1[O:29][CH2:43][C@H:44]1[CH2:45][O:46]1. The yield is 0.430. (2) The reactants are [Br:1][CH2:2][CH2:3][OH:4].C1C=CC(P(C2C=CC=CC=2)C2C=CC=CC=2)=CC=1.[NH:24]([C:38]([O:40][C:41]([CH3:44])([CH3:43])[CH3:42])=[O:39])[C@H:25]([C:34]([O:36][CH3:37])=[O:35])[CH2:26][C:27]1[CH:32]=[CH:31][C:30](O)=[CH:29][CH:28]=1.CCOC(/N=N/C(OCC)=O)=O. The catalyst is C1COCC1. The product is [Br:1][CH2:2][CH2:3][O:4][C:30]1[CH:29]=[CH:28][C:27]([CH2:26][C@H:25]([NH:24][C:38]([O:40][C:41]([CH3:44])([CH3:43])[CH3:42])=[O:39])[C:34]([O:36][CH3:37])=[O:35])=[CH:32][CH:31]=1. The yield is 0.500.